This data is from Catalyst prediction with 721,799 reactions and 888 catalyst types from USPTO. The task is: Predict which catalyst facilitates the given reaction. (1) Reactant: [O:1]1[CH2:7][CH2:6][C:5](=[O:8])[NH:4][CH2:3][CH2:2]1.[C:9]([O:13][C:14](=O)[O:15]C(C)(C)C)([CH3:12])([CH3:11])[CH3:10].CN(C1C=CC=CN=1)C.C(N(CC)CC)C. Product: [O:8]=[C:5]1[CH2:6][CH2:7][O:1][CH2:2][CH2:3][N:4]1[C:14]([O:13][C:9]([CH3:12])([CH3:11])[CH3:10])=[O:15]. The catalyst class is: 46. (2) Reactant: [F:1][C:2]([F:36])([F:35])[C:3]1[CH:4]=[C:5]([C:13]([CH3:34])([CH3:33])[C:14]([N:16]([C:18]2[CH:19]=[N:20][C:21](Cl)=[CH:22][C:23]=2[C:24]2[CH:29]=[CH:28][C:27]([F:30])=[CH:26][C:25]=2[CH3:31])[CH3:17])=[O:15])[CH:6]=[C:7]([C:9]([F:12])([F:11])[F:10])[CH:8]=1.[SH:37][CH2:38][CH2:39][OH:40].C(=O)([O-])[O-].[K+].[K+]. Product: [F:1][C:2]([F:36])([F:35])[C:3]1[CH:4]=[C:5]([C:13]([CH3:34])([CH3:33])[C:14]([N:16]([C:18]2[CH:19]=[N:20][C:21]([S:37][CH2:38][CH2:39][OH:40])=[CH:22][C:23]=2[C:24]2[CH:29]=[CH:28][C:27]([F:30])=[CH:26][C:25]=2[CH3:31])[CH3:17])=[O:15])[CH:6]=[C:7]([C:9]([F:12])([F:11])[F:10])[CH:8]=1. The catalyst class is: 6. (3) The catalyst class is: 10. Reactant: [Si:1]([O:18][CH2:19][C:20]1[CH:21]=[C:22]([OH:36])[C:23](=[O:35])[N:24]([CH2:26][C:27]2[CH:32]=[CH:31][C:30]([O:33][CH3:34])=[CH:29][CH:28]=2)[N:25]=1)([C:14]([CH3:17])([CH3:16])[CH3:15])([C:8]1[CH:13]=[CH:12][CH:11]=[CH:10][CH:9]=1)[C:2]1[CH:7]=[CH:6][CH:5]=[CH:4][CH:3]=1.Br[C:38]([F:45])([F:44])C(OCC)=O.C(=O)([O-])[O-].[K+].[K+]. Product: [Si:1]([O:18][CH2:19][C:20]1[CH:21]=[C:22]([O:36][CH:38]([F:45])[F:44])[C:23](=[O:35])[N:24]([CH2:26][C:27]2[CH:28]=[CH:29][C:30]([O:33][CH3:34])=[CH:31][CH:32]=2)[N:25]=1)([C:14]([CH3:15])([CH3:16])[CH3:17])([C:2]1[CH:7]=[CH:6][CH:5]=[CH:4][CH:3]=1)[C:8]1[CH:9]=[CH:10][CH:11]=[CH:12][CH:13]=1.